This data is from Catalyst prediction with 721,799 reactions and 888 catalyst types from USPTO. The task is: Predict which catalyst facilitates the given reaction. (1) Reactant: Br[C:2]1[CH:10]=[CH:9][C:5]2[N:6]=[CH:7][S:8][C:4]=2[CH:3]=1.[CH2:11]1[C:20]2[C:15](=[CH:16][CH:17]=[CH:18][CH:19]=2)[CH2:14][CH2:13][NH:12]1.[C:21]([OH:28])(=[O:27])/[CH:22]=[CH:23]\[C:24]([OH:26])=[O:25]. Product: [S:8]1[C:4]2[CH:3]=[C:2]([CH:14]3[C:15]4[C:20](=[CH:19][CH:18]=[CH:17][CH:16]=4)[CH2:11][N:12]([CH3:21])[CH2:13]3)[CH:10]=[CH:9][C:5]=2[N:6]=[CH:7]1.[C:21]([OH:28])(=[O:27])/[CH:22]=[CH:23]\[C:24]([OH:26])=[O:25].[S:8]1[C:4]2[CH:3]=[C:2]([CH:14]3[C:15]4[C:20](=[CH:19][CH:18]=[CH:17][CH:16]=4)[CH2:11][N:12]([CH3:21])[CH2:13]3)[CH:10]=[CH:9][C:5]=2[N:6]=[CH:7]1. The catalyst class is: 5. (2) Reactant: [CH2:1]([O:4][C:5]1[CH:6]=[C:7]([CH:12]=[C:13]([C:15]#[N:16])[CH:14]=1)[C:8]([O:10]C)=[O:9])[CH:2]=[CH2:3].[OH-].[Li+]. Product: [CH2:1]([O:4][C:5]1[CH:6]=[C:7]([CH:12]=[C:13]([C:15]#[N:16])[CH:14]=1)[C:8]([OH:10])=[O:9])[CH:2]=[CH2:3]. The catalyst class is: 111. (3) Reactant: C(O[C:4](=[O:23])[C:5]([N:7]([C:14]1[C:19]([CH3:20])=[CH:18][C:17]([CH3:21])=[CH:16][C:15]=1[CH3:22])C1C=CC=CC=1)=[O:6])C.[NH2:24][C:25]1[CH:30]=[CH:29][CH:28]=[CH:27][C:26]=1[OH:31].C(N(CC)CC)C. The catalyst class is: 11. Product: [C:19]1([CH3:20])[CH:18]=[C:17]([CH3:21])[CH:16]=[C:15]([CH3:22])[C:14]=1[NH:7][C:5](=[O:6])[C:4]([NH:24][C:25]1[CH:30]=[CH:29][CH:28]=[CH:27][C:26]=1[OH:31])=[O:23]. (4) Reactant: O[CH2:2][C:3]([C:5]1[CH:10]=[CH:9][CH:8]=[CH:7][CH:6]=1)=[O:4].O1CCN([C:17]2[CH:24]=[CH:23][C:20]([CH:21]=O)=[CH:19][CH:18]=2)CC1.O(C)[Na]. Product: [C:20]1([CH:21]=[CH:2][C:3]([C:5]2[CH:10]=[CH:9][CH:8]=[CH:7][CH:6]=2)=[O:4])[CH:23]=[CH:24][CH:17]=[CH:18][CH:19]=1. The catalyst class is: 1. (5) Reactant: [C:1]([CH2:3]P(=O)(OCC)OCC)#[N:2].CC(C)([O-])C.[K+].[N:18]1([C:24]2[CH:25]=[N:26][CH:27]=[C:28]([CH:31]=2)[CH:29]=O)[CH2:23][CH2:22][O:21][CH2:20][CH2:19]1. Product: [N:18]1([C:24]2[CH:31]=[C:28]([CH:29]=[CH:3][C:1]#[N:2])[CH:27]=[N:26][CH:25]=2)[CH2:23][CH2:22][O:21][CH2:20][CH2:19]1. The catalyst class is: 1. (6) Reactant: [Br:1][C:2]1[CH:3]=[C:4]([N+:9]([O-])=O)[CH:5]=[C:6]([Br:8])[CH:7]=1. Product: [Br:1][C:2]1[CH:3]=[C:4]([CH:5]=[C:6]([Br:8])[CH:7]=1)[NH2:9]. The catalyst class is: 52. (7) Reactant: [NH2:1][C:2]1[CH:16]=[CH:15][CH:14]=[C:13]([F:17])[C:3]=1[C:4]([NH:6][C:7]1[CH:12]=[CH:11][CH:10]=[CH:9][CH:8]=1)=[O:5].[Cl:18][CH:19]([CH3:23])[C:20](Cl)=[O:21]. Product: [Cl:18][CH:19]([CH3:23])[C:20]([NH:1][C:2]1[CH:16]=[CH:15][CH:14]=[C:13]([F:17])[C:3]=1[C:4]([NH:6][C:7]1[CH:12]=[CH:11][CH:10]=[CH:9][CH:8]=1)=[O:5])=[O:21]. The catalyst class is: 4.